This data is from Full USPTO retrosynthesis dataset with 1.9M reactions from patents (1976-2016). The task is: Predict the reactants needed to synthesize the given product. (1) Given the product [CH:22]([CH:32]=[CH:31][C:30]([OH:34])=[O:33])=[CH:23][C:24]1[CH:29]=[CH:28][CH:27]=[CH:26][CH:25]=1, predict the reactants needed to synthesize it. The reactants are: C(OC(C)COC)(=O)C.N(C(C)(C)C#N)=NC(C)(C)C#N.[CH2:22]=[CH:23][C:24]1[CH:29]=[CH:28][CH:27]=[CH:26][CH:25]=1.[C:30]([OH:34])(=[O:33])[CH:31]=[CH2:32]. (2) Given the product [F:26][C:25]([F:28])([F:27])[S:22]([O:1][C:2]1[C:10]2[C:5](=[CH:6][N:7]=[CH:8][CH:9]=2)[O:4][C:3]=1[C:11]([O:13][CH2:14][CH3:15])=[O:12])(=[O:24])=[O:23], predict the reactants needed to synthesize it. The reactants are: [OH:1][C:2]1[C:10]2[C:5](=[CH:6][N:7]=[CH:8][CH:9]=2)[O:4][C:3]=1[C:11]([O:13][CH2:14][CH3:15])=[O:12].N1C=CC=CC=1.[S:22](O[S:22]([C:25]([F:28])([F:27])[F:26])(=[O:24])=[O:23])([C:25]([F:28])([F:27])[F:26])(=[O:24])=[O:23]. (3) Given the product [CH:1]1([C:7]2[CH:8]=[C:9]([CH:12]=[CH:13][C:14]=2[O:15][CH3:16])[CH:10]=[C:20]2[C:19]3[C:23](=[CH:24][CH:25]=[CH:26][C:18]=3[CH3:17])[NH:22][C:21]2=[O:27])[CH2:6][CH2:5][CH2:4][CH2:3][CH2:2]1, predict the reactants needed to synthesize it. The reactants are: [CH:1]1([C:7]2[CH:8]=[C:9]([CH:12]=[CH:13][C:14]=2[O:15][CH3:16])[CH:10]=O)[CH2:6][CH2:5][CH2:4][CH2:3][CH2:2]1.[CH3:17][C:18]1[CH:26]=[CH:25][CH:24]=[C:23]2[C:19]=1[CH2:20][C:21](=[O:27])[NH:22]2. (4) Given the product [F:1][C:2]1[CH:35]=[CH:34][C:5]([CH2:6][CH2:7][C:8]2[C:9]([C:30]([OH:32])=[O:31])=[N:10][C:11]([O:14][CH:15]([C:23]3[CH:28]=[CH:27][C:26]([F:29])=[CH:25][CH:24]=3)[CH2:16][C:17]3[N:21]([CH3:22])[CH:20]=[N:19][CH:18]=3)=[CH:12][CH:13]=2)=[CH:4][CH:3]=1, predict the reactants needed to synthesize it. The reactants are: [F:1][C:2]1[CH:35]=[CH:34][C:5]([CH2:6][CH2:7][C:8]2[C:9]([C:30]([O:32]C)=[O:31])=[N:10][C:11]([O:14][CH:15]([C:23]3[CH:28]=[CH:27][C:26]([F:29])=[CH:25][CH:24]=3)[CH2:16][C:17]3[N:21]([CH3:22])[CH:20]=[N:19][CH:18]=3)=[CH:12][CH:13]=2)=[CH:4][CH:3]=1.[OH-].[Na+].O. (5) Given the product [Cl:1][C:2]1[CH:7]=[C:6]([Cl:8])[CH:5]=[CH:4][C:3]=1[C:9]1[CH:14]=[CH:13][C:12]([C:15](=[N:24][OH:25])[CH2:16][CH2:17][CH2:18][CH2:19][CH2:20][OH:21])=[CH:11][CH:10]=1, predict the reactants needed to synthesize it. The reactants are: [Cl:1][C:2]1[CH:7]=[C:6]([Cl:8])[CH:5]=[CH:4][C:3]=1[C:9]1[CH:14]=[CH:13][C:12]([C:15](=O)[CH2:16][CH2:17][CH2:18][CH2:19][CH2:20][OH:21])=[CH:11][CH:10]=1.Cl.[NH2:24][OH:25].C([O-])(=O)C.[Na+].